This data is from Reaction yield outcomes from USPTO patents with 853,638 reactions. The task is: Predict the reaction yield, written as a fraction of the theoretical maximum amount of product (1.0 means a 100% yield; for example, 0.34 means a 34% yield). (1) The reactants are C(=O)([O-])[O-].[Cs+].[Cs+].[F:7][C:8]1[CH:13]=[CH:12][C:11](I)=[CH:10][C:9]=1[C:15]([N:17]1[CH2:22][CH2:21][CH:20]([O:23][CH3:24])[CH2:19][CH2:18]1)=[O:16].C(OCC)(=O)[CH2:26][C:27]([O:29][CH2:30][CH3:31])=[O:28]. The catalyst is C1COCC1.[Cu]I.C1(C2C=CC=CC=2O)C=CC=CC=1. The product is [F:7][C:8]1[CH:13]=[CH:12][C:11]([CH2:26][C:27]([O:29][CH2:30][CH3:31])=[O:28])=[CH:10][C:9]=1[C:15]([N:17]1[CH2:22][CH2:21][CH:20]([O:23][CH3:24])[CH2:19][CH2:18]1)=[O:16]. The yield is 0.720. (2) The reactants are C(=O)([O-])[O-].[K+].[K+].F[C:8]1[CH:15]=[CH:14][C:13]([CH:16]=[O:17])=[CH:12][C:9]=1[C:10]#[N:11].[F:18][C:19]([F:28])([F:27])[C:20]1[CH:21]=[C:22]([OH:26])[CH:23]=[CH:24][CH:25]=1. The catalyst is CN(C=O)C. The product is [CH:16]([C:13]1[CH:14]=[CH:15][C:8]([O:26][C:22]2[CH:23]=[CH:24][CH:25]=[C:20]([C:19]([F:18])([F:27])[F:28])[CH:21]=2)=[C:9]([CH:12]=1)[C:10]#[N:11])=[O:17]. The yield is 0.730. (3) The reactants are Cl.[NH2:2][OH:3].C([O-])([O-])=O.[K+].[K+].[N+:10]([C:13]1[CH:20]=[CH:19][C:16]([C:17]#[N:18])=[CH:15][CH:14]=1)([O-:12])=[O:11]. The catalyst is CCO. The product is [OH:3][NH:2][C:17](=[NH:18])[C:16]1[CH:15]=[CH:14][C:13]([N+:10]([O-:12])=[O:11])=[CH:20][CH:19]=1. The yield is 0.870. (4) The reactants are [CH3:1][O:2][C:3]1[CH:4]=[C:5]([CH2:12][C:13]([O:15][C:16]([CH3:19])([CH3:18])[CH3:17])=[O:14])[CH:6]=[CH:7][C:8]=1[N+:9]([O-])=O. The catalyst is C(OCC)(=O)C.CO.[Pd]. The product is [NH2:9][C:8]1[CH:7]=[CH:6][C:5]([CH2:12][C:13]([O:15][C:16]([CH3:17])([CH3:19])[CH3:18])=[O:14])=[CH:4][C:3]=1[O:2][CH3:1]. The yield is 0.960. (5) The reactants are [CH:1]12[O:7][CH:6]1[CH2:5][CH2:4][N:3]([C:8]([O:10][CH2:11][C:12]1[CH:17]=[CH:16][CH:15]=[CH:14][CH:13]=1)=[O:9])[CH2:2]2.[CH2:18]([Mg]Br)[CH:19]([CH3:21])[CH3:20].CCOCC.[NH4+].[Cl-]. The catalyst is C1COCC1.[Cu]I. The product is [OH:7][C@H:1]1[C@H:6]([CH2:18][CH:19]([CH3:21])[CH3:20])[CH2:5][CH2:4][N:3]([C:8]([O:10][CH2:11][C:12]2[CH:17]=[CH:16][CH:15]=[CH:14][CH:13]=2)=[O:9])[CH2:2]1. The yield is 0.410.